This data is from Catalyst prediction with 721,799 reactions and 888 catalyst types from USPTO. The task is: Predict which catalyst facilitates the given reaction. (1) Reactant: [OH:1][C:2]([CH3:8])([CH3:7])[CH2:3][C:4]([OH:6])=O.CCN(C(C)C)C(C)C.CN(C(ON1N=NC2C=CC=NC1=2)=[N+](C)C)C.F[P-](F)(F)(F)(F)F.[CH3:42][N:43]1[C:52]2[C:47](=[CH:48][N:49]=[C:50]([CH3:53])[CH:51]=2)[CH:46]=[C:45]([C:54]2[CH:55]=[C:56]([NH:61]/[C:62](/[NH2:65])=[N:63]/O)[CH:57]=[CH:58][C:59]=2[CH3:60])[C:44]1=[O:66]. Product: [OH:1][C:2]([CH3:8])([CH3:7])[CH2:3][C:4]1[O:6][N:63]=[C:62]([NH:61][C:56]2[CH:57]=[CH:58][C:59]([CH3:60])=[C:54]([C:45]3[C:44](=[O:66])[N:43]([CH3:42])[C:52]4[C:47]([CH:46]=3)=[CH:48][N:49]=[C:50]([CH3:53])[CH:51]=4)[CH:55]=2)[N:65]=1. The catalyst class is: 3. (2) Reactant: [Br:1][C:2]1[CH:7]=[CH:6][C:5]([C:8]2[NH:9][CH:10]=[CH:11][N:12]=2)=[CH:4][CH:3]=1.[H-].[Na+].CS(O[CH2:20][CH:21]1[CH2:25][CH2:24][N:23]([C:26]([O:28][C:29]([CH3:32])([CH3:31])[CH3:30])=[O:27])[CH2:22]1)(=O)=O. Product: [Br:1][C:2]1[CH:3]=[CH:4][C:5]([C:8]2[N:12]([CH2:20][C@@H:21]3[CH2:25][CH2:24][N:23]([C:26]([O:28][C:29]([CH3:30])([CH3:32])[CH3:31])=[O:27])[CH2:22]3)[CH:11]=[CH:10][N:9]=2)=[CH:6][CH:7]=1. The catalyst class is: 1. (3) Reactant: [NH2:1][C:2]1[CH:9]=[CH:8][CH:7]=[CH:6][C:3]=1[CH:4]=O.Br[CH2:11][C:12]([C:14]1[CH:19]=[CH:18][C:17]([F:20])=[CH:16][CH:15]=1)=O.[OH-:21].[Na+].Cl. Product: [F:20][C:17]1[CH:18]=[CH:19][C:14]([C:12]2[C:11]([OH:21])=[CH:4][C:3]3[C:2](=[CH:9][CH:8]=[CH:7][CH:6]=3)[N:1]=2)=[CH:15][CH:16]=1. The catalyst class is: 24.